This data is from Forward reaction prediction with 1.9M reactions from USPTO patents (1976-2016). The task is: Predict the product of the given reaction. (1) Given the reactants C1C2C(COC([NH:18][C@@H:19]([CH2:38][S:39][CH2:40][C@H:41]([O:60][CH2:61][CH2:62][CH2:63][CH2:64][CH2:65][CH2:66][CH2:67][CH2:68][CH2:69][CH2:70][CH2:71][CH2:72][CH2:73][CH2:74][CH2:75][CH3:76])[CH2:42][O:43][CH2:44][CH2:45][CH2:46][CH2:47][CH2:48][CH2:49][CH2:50][CH2:51][CH2:52][CH2:53][CH2:54][CH2:55][CH2:56][CH2:57][CH2:58][CH3:59])[C:20](=[O:37])[NH:21][C@@H:22]([CH2:35][CH3:36])[C:23](=[O:34])[NH:24][C@@H:25]([C:31](=[O:33])[NH2:32])[CH2:26][CH2:27][C:28]([OH:30])=[O:29])=O)C3C(=CC=CC=3)C=2C=CC=1.N1CCCCC1, predict the reaction product. The product is: [NH2:18][C@@H:19]([CH2:38][S:39][CH2:40][C@H:41]([O:60][CH2:61][CH2:62][CH2:63][CH2:64][CH2:65][CH2:66][CH2:67][CH2:68][CH2:69][CH2:70][CH2:71][CH2:72][CH2:73][CH2:74][CH2:75][CH3:76])[CH2:42][O:43][CH2:44][CH2:45][CH2:46][CH2:47][CH2:48][CH2:49][CH2:50][CH2:51][CH2:52][CH2:53][CH2:54][CH2:55][CH2:56][CH2:57][CH2:58][CH3:59])[C:20](=[O:37])[NH:21][C@@H:22]([CH2:35][CH3:36])[C:23](=[O:34])[NH:24][C@@H:25]([C:31](=[O:33])[NH2:32])[CH2:26][CH2:27][C:28]([OH:30])=[O:29]. (2) Given the reactants [H-].[Na+].[CH2:3]([OH:7])[C:4]#[C:5][CH3:6].Cl[C:9]1[CH:14]=[C:13]([O:15][CH:16]([CH3:22])[CH:17]([O:20][CH3:21])[O:18][CH3:19])[N:12]=[CH:11][N:10]=1.[Cl-].[NH4+], predict the reaction product. The product is: [CH2:3]([O:7][C:9]1[CH:14]=[C:13]([O:15][CH:16]([CH3:22])[CH:17]([O:18][CH3:19])[O:20][CH3:21])[N:12]=[CH:11][N:10]=1)[C:4]#[C:5][CH3:6]. (3) Given the reactants [C:1]([O-:5])(=[O:4])[CH:2]=[CH2:3].[Na+:6].[C:7]([OH:11])(=[O:10])[CH:8]=[CH2:9], predict the reaction product. The product is: [C:1]([O-:5])(=[O:4])[CH:2]=[CH2:3].[Na+:6].[C:7]([OH:11])(=[O:10])[CH:8]=[CH2:9].